From a dataset of Forward reaction prediction with 1.9M reactions from USPTO patents (1976-2016). Predict the product of the given reaction. (1) Given the reactants C(Cl)Cl.[Cl-].[F:5][C:6]1[CH:7]=[C:8]([CH:11]=[C:12]([F:14])[CH:13]=1)[CH2:9][Zn+].Br[C:16]1[CH:17]=[C:18]2[C:24]([NH2:25])=[N:23][NH:22][C:19]2=[N:20][CH:21]=1.O, predict the reaction product. The product is: [F:5][C:6]1[CH:7]=[C:8]([CH:11]=[C:12]([F:14])[CH:13]=1)[CH2:9][C:16]1[CH:17]=[C:18]2[C:24]([NH2:25])=[N:23][NH:22][C:19]2=[N:20][CH:21]=1. (2) Given the reactants [N:1]1([C:5]([C:7]2[CH:8]=[N:9][N:10]([CH3:25])[C:11]=2[C:12]([NH:14][C:15]2[CH:20]=[CH:19][N:18]3[N:21]=[C:22](Br)[N:23]=[C:17]3[CH:16]=2)=[O:13])=[O:6])[CH2:4][CH2:3][CH2:2]1.[N:26]1[CH:31]=[CH:30][C:29](B(O)O)=[CH:28][CH:27]=1, predict the reaction product. The product is: [N:26]1[CH:31]=[CH:30][C:29]([C:22]2[N:23]=[C:17]3[CH:16]=[C:15]([NH:14][C:12]([C:11]4[N:10]([CH3:25])[N:9]=[CH:8][C:7]=4[C:5]([N:1]4[CH2:4][CH2:3][CH2:2]4)=[O:6])=[O:13])[CH:20]=[CH:19][N:18]3[N:21]=2)=[CH:28][CH:27]=1. (3) Given the reactants [F:1][C:2]1[C:9]([F:10])=[C:8]([OH:11])[CH:7]=[CH:6][C:3]=1[C:4]#[N:5].[H-].[Na+].C1C=CC(N([S:21]([C:24]([F:27])([F:26])[F:25])(=[O:23])=[O:22])[S:21]([C:24]([F:27])([F:26])[F:25])(=[O:23])=[O:22])=CC=1, predict the reaction product. The product is: [F:25][C:24]([F:27])([F:26])[S:21]([O:11][C:8]1[CH:7]=[CH:6][C:3]([C:4]#[N:5])=[C:2]([F:1])[C:9]=1[F:10])(=[O:23])=[O:22].